This data is from Full USPTO retrosynthesis dataset with 1.9M reactions from patents (1976-2016). The task is: Predict the reactants needed to synthesize the given product. Given the product [CH3:20][O:19][CH2:17][C:16]1[CH:21]=[C:12]([CH:13]=[CH:14][C:15]=1[CH3:22])[NH2:11], predict the reactants needed to synthesize it. The reactants are: NC1C=CC(C)=C(CO)C=1.[NH2:11][C:12]1[CH:13]=[CH:14][C:15]([CH3:22])=[C:16]([CH:21]=1)[C:17]([O:19][CH3:20])=O.[H-].[Al+3].[Li+].[H-].[H-].[H-].O.O.O.O.O.O.O.O.O.O.S([O-])([O-])(=O)=O.[Na+].[Na+].